This data is from Catalyst prediction with 721,799 reactions and 888 catalyst types from USPTO. The task is: Predict which catalyst facilitates the given reaction. (1) Reactant: [F:1][CH:2]([F:23])[O:3][C:4]1[CH:9]=[CH:8][C:7]([C:10]#[C:11][C:12]2[CH:13]=[C:14]([CH:18]3[CH2:21][C:20](=[O:22])[CH2:19]3)[CH:15]=[CH:16][CH:17]=2)=[CH:6][CH:5]=1.[BH4-].[Na+].O. Product: [F:1][CH:2]([F:23])[O:3][C:4]1[CH:9]=[CH:8][C:7]([C:10]#[C:11][C:12]2[CH:13]=[C:14]([CH:18]3[CH2:21][CH:20]([OH:22])[CH2:19]3)[CH:15]=[CH:16][CH:17]=2)=[CH:6][CH:5]=1. The catalyst class is: 5. (2) Reactant: [CH3:1][O:2][C:3]1[CH:8]=[CH:7][C:6]([C:9]#[C:10][C:11]2[S:12][CH:13]=[C:14]([CH3:16])[N:15]=2)=[CH:5][CH:4]=1.[N-:17]=[N+:18]=[N-:19].C[Si](C#C)(C)C. Product: [CH3:1][O:2][C:3]1[CH:4]=[CH:5][C:6]([C:9]2[C:10]([C:11]3[S:12][CH:13]=[C:14]([CH3:16])[N:15]=3)=[N:19][NH:18][N:17]=2)=[CH:7][CH:8]=1. The catalyst class is: 3. (3) Reactant: Cl[CH2:2][CH2:3][N:4]1[C:12]2[C:7](=[CH:8][C:9]([O:13][CH3:14])=[CH:10][CH:11]=2)[C:6]([CH:15]=[O:16])=[C:5]1[C:17]1[C:18]([CH3:24])=[N:19][N:20]([CH3:23])[C:21]=1[CH3:22].[CH3:25][N:26]([CH3:31])[CH2:27][CH2:28][NH:29][CH3:30].Cl. Product: [CH3:25][N:26]([CH3:31])[CH2:27][CH2:28][N:29]([CH3:30])[CH2:2][CH2:3][N:4]1[C:12]2[C:7](=[CH:8][C:9]([O:13][CH3:14])=[CH:10][CH:11]=2)[C:6]([CH:15]=[O:16])=[C:5]1[C:17]1[C:18]([CH3:24])=[N:19][N:20]([CH3:23])[C:21]=1[CH3:22]. The catalyst class is: 6.